From a dataset of Peptide-MHC class II binding affinity with 134,281 pairs from IEDB. Regression. Given a peptide amino acid sequence and an MHC pseudo amino acid sequence, predict their binding affinity value. This is MHC class II binding data. (1) The peptide sequence is LERFAVNPGLL. The MHC is DRB1_1501 with pseudo-sequence DRB1_1501. The binding affinity (normalized) is 0.184. (2) The peptide sequence is LVAGPAGSYAADLGY. The MHC is DRB1_0802 with pseudo-sequence DRB1_0802. The binding affinity (normalized) is 0.236. (3) The peptide sequence is VAANRIQLLALIATN. The MHC is DRB5_0101 with pseudo-sequence DRB5_0101. The binding affinity (normalized) is 0.206. (4) The peptide sequence is MSNPLTSPISCSYSL. The MHC is DRB3_0301 with pseudo-sequence DRB3_0301. The binding affinity (normalized) is 0.467. (5) The peptide sequence is NPRLCTKEEFIAKVR. The MHC is HLA-DQA10103-DQB10603 with pseudo-sequence HLA-DQA10103-DQB10603. The binding affinity (normalized) is 0. (6) The peptide sequence is SQDLECSWNLNGLQAY. The MHC is DRB1_0401 with pseudo-sequence DRB1_0401. The binding affinity (normalized) is 0.389.